Predict the reaction yield, written as a fraction of the theoretical maximum amount of product (1.0 means a 100% yield; for example, 0.34 means a 34% yield). From a dataset of Reaction yield outcomes from USPTO patents with 853,638 reactions. (1) The reactants are [O:1]1[CH:6]=[CH:5][CH2:4][CH2:3][CH2:2]1.[CH:7]1([OH:14])[CH2:12][CH2:11][CH:10]([OH:13])[CH2:9][CH2:8]1. The catalyst is C1(C)C=CC=CC=1. The product is [O:1]1[CH2:2][CH2:3][CH2:4][CH2:5][CH:6]1[O:13][CH:10]1[CH2:11][CH2:12][CH:7]([OH:14])[CH2:8][CH2:9]1. The yield is 0.650. (2) The product is [CH:1]1([N:4]2[C:16]([CH:17]=[O:18])=[CH:19][N:14]=[C:5]2[C:6]2[CH:11]=[CH:10][C:9]([O:12][CH3:13])=[CH:8][CH:7]=2)[CH2:2][CH2:3]1. The reactants are [CH:1]1([NH:4][C:5](=[NH:14])[C:6]2[CH:11]=[CH:10][C:9]([O:12][CH3:13])=[CH:8][CH:7]=2)[CH2:3][CH2:2]1.Br[C:16](=[CH:19]OC(C)C)[CH:17]=[O:18].C([O-])([O-])=O.[K+].[K+].C(Cl)(Cl)Cl. The catalyst is O. The yield is 0.850. (3) The yield is 0.680. The catalyst is ClCCCl. The reactants are [Cl:1][C:2]1[N:3]=[C:4]([N:13]2[CH2:18][CH2:17][O:16][CH2:15][CH2:14]2)[C:5]2[O:10][C:9]([CH:11]=O)=[CH:8][C:6]=2[N:7]=1.[CH3:19][S:20]([N:23]1[CH2:28][CH2:27][NH:26][CH2:25][CH2:24]1)(=[O:22])=[O:21].C([O-])(=O)C.[Na+].C(OC)(OC)OC.C(O[BH-](OC(=O)C)OC(=O)C)(=O)C.[Na+]. The product is [Cl:1][C:2]1[N:3]=[C:4]([N:13]2[CH2:14][CH2:15][O:16][CH2:17][CH2:18]2)[C:5]2[O:10][C:9]([CH2:11][N:26]3[CH2:27][CH2:28][N:23]([S:20]([CH3:19])(=[O:22])=[O:21])[CH2:24][CH2:25]3)=[CH:8][C:6]=2[N:7]=1. (4) The reactants are Br[C:2]1[CH:3]=[C:4]2[C:9](=[CH:10][CH:11]=1)[CH:8]=[N:7][CH:6]=[C:5]2[Cl:12].[CH3:13][S:14]([NH2:17])(=[O:16])=[O:15].CC1(C)C2C(=C(P(C3C=CC=CC=3)C3C=CC=CC=3)C=CC=2)OC2C(P(C3C=CC=CC=3)C3C=CC=CC=3)=CC=CC1=2.C([O-])([O-])=O.[Cs+].[Cs+]. The catalyst is O1CCOCC1.C1C=CC(/C=C/C(/C=C/C2C=CC=CC=2)=O)=CC=1.C1C=CC(/C=C/C(/C=C/C2C=CC=CC=2)=O)=CC=1.C1C=CC(/C=C/C(/C=C/C2C=CC=CC=2)=O)=CC=1.[Pd].[Pd]. The product is [Cl:12][C:5]1[C:4]2[C:9](=[CH:10][CH:11]=[C:2]([NH:17][S:14]([CH3:13])(=[O:16])=[O:15])[CH:3]=2)[CH:8]=[N:7][CH:6]=1. The yield is 0.960. (5) The reactants are [F:1][C:2]1[CH:3]=[C:4]([C@H:8]2[CH2:12][CH2:11][CH2:10][N:9]2[C:13]2[CH:18]=[CH:17][N:16]3[N:19]=[CH:20][C:21]([NH2:22])=[C:15]3[N:14]=2)[CH:5]=[CH:6][CH:7]=1.C1N=CN([C:28]([N:30]2[CH:34]=N[CH:32]=[CH:31]2)=[O:29])C=1.Cl.N1CC([OH:40])C1.CCN(C(C)C)C(C)C. The catalyst is C(Cl)Cl. The product is [F:1][C:2]1[CH:3]=[C:4]([C@H:8]2[CH2:12][CH2:11][CH2:10][N:9]2[C:13]2[CH:18]=[CH:17][N:16]3[N:19]=[CH:20][C:21]([NH:22][C:28]([N:30]4[CH2:31][CH:32]([OH:40])[CH2:34]4)=[O:29])=[C:15]3[N:14]=2)[CH:5]=[CH:6][CH:7]=1. The yield is 0.960.